This data is from Reaction yield outcomes from USPTO patents with 853,638 reactions. The task is: Predict the reaction yield, written as a fraction of the theoretical maximum amount of product (1.0 means a 100% yield; for example, 0.34 means a 34% yield). (1) The reactants are C([O:9][C@@H:10]1[C@H:17]([O:18]C(=O)C2C=CC=CC=2)[C@@H:16]([CH2:27][O:28]C(=O)C2C=CC=CC=2)[O:15][C@H:11]1[C:12]([OH:14])=O)(=O)C1C=CC=CC=1.C1(P(C2C=CC=CC=2)C2C=CC=CC=2)C=CC=CC=1.C1C=C(SSC2N=CC=CC=2)N=CC=1.[CH3:70][O:71][C:72]1[CH:79]=[CH:78][C:75]([NH:76][CH3:77])=[CH:74][CH:73]=1. The catalyst is C1COCC1. The product is [OH:9][C@@H:10]1[C@H:17]([OH:18])[C@@H:16]([CH2:27][OH:28])[O:15][CH:11]1[C:12]([N:76]([C:75]1[CH:78]=[CH:79][C:72]([O:71][CH3:70])=[CH:73][CH:74]=1)[CH3:77])=[O:14]. The yield is 0.650. (2) The reactants are [OH:1][S:2]([OH:5])(=O)=[O:3].[CH3:6][N:7]1[C:16]2[C:11](=[CH:12][CH:13]=[CH:14][CH:15]=2)[CH2:10][CH2:9][CH2:8]1. The catalyst is CCOCC. The product is [CH3:6][N:7]1[C:16]2[C:11](=[CH:12][C:13]([S:2]([OH:5])(=[O:3])=[O:1])=[CH:14][CH:15]=2)[CH2:10][CH2:9][CH2:8]1. The yield is 0.340.